Task: Predict the product of the given reaction.. Dataset: Forward reaction prediction with 1.9M reactions from USPTO patents (1976-2016) (1) Given the reactants Cl[C:2]1[N:10]=[C:9]([NH2:11])[N:8]=[C:7]2[C:3]=1[N:4]=[CH:5][N:6]2[CH2:12][C:13]1[CH:18]=[C:17]([O:19][CH3:20])[C:16]([O:21][CH3:22])=[C:15]([O:23][CH3:24])[C:14]=1[Cl:25].[CH3:26][Al](C)C.[Cl-].[NH4+], predict the reaction product. The product is: [Cl:25][C:14]1[C:15]([O:23][CH3:24])=[C:16]([O:21][CH3:22])[C:17]([O:19][CH3:20])=[CH:18][C:13]=1[CH2:12][N:6]1[CH:5]=[N:4][C:3]2[C:7]1=[N:8][C:9]([NH2:11])=[N:10][C:2]=2[CH3:26]. (2) Given the reactants [N+:1]([C:4]1[CH:5]=[C:6]2[C:10](=[CH:11][CH:12]=1)[NH:9][CH:8]=[CH:7]2)([O-:3])=[O:2].[OH-].[K+].[I:15]I, predict the reaction product. The product is: [I:15][C:7]1[C:6]2[C:10](=[CH:11][CH:12]=[C:4]([N+:1]([O-:3])=[O:2])[CH:5]=2)[NH:9][CH:8]=1. (3) Given the reactants [F:1][C:2]1[CH:7]=[CH:6][C:5]([O:8][CH3:9])=[CH:4][C:3]=1[C:10]1[CH:11]=[CH:12][C:13]([CH2:21]O)=[N:14][C:15]=1[O:16][CH2:17][CH:18]([CH3:20])[CH3:19].[C:23]1(=[O:33])[NH:27][C:26](=[O:28])[C:25]2=[CH:29][CH:30]=[CH:31][CH:32]=[C:24]12.C1(P(C2C=CC=CC=2)C2C=CC=CC=2)C=CC=CC=1.N(C(OCC)=O)=NC(OCC)=O, predict the reaction product. The product is: [F:1][C:2]1[CH:7]=[CH:6][C:5]([O:8][CH3:9])=[CH:4][C:3]=1[C:10]1[CH:11]=[CH:12][C:13]([CH2:21][N:27]2[C:23](=[O:33])[C:24]3[C:25](=[CH:29][CH:30]=[CH:31][CH:32]=3)[C:26]2=[O:28])=[N:14][C:15]=1[O:16][CH2:17][CH:18]([CH3:19])[CH3:20]. (4) Given the reactants [C:1]1([C:7](=[CH:11][C:12]2[CH:17]=[CH:16][CH:15]=[CH:14][CH:13]=2)[C:8]([OH:10])=[O:9])[CH:6]=[CH:5][CH:4]=[CH:3][CH:2]=1, predict the reaction product. The product is: [C:1]1([CH:7]([CH2:11][C:12]2[CH:17]=[CH:16][CH:15]=[CH:14][CH:13]=2)[C:8]([OH:10])=[O:9])[CH:2]=[CH:3][CH:4]=[CH:5][CH:6]=1. (5) Given the reactants Br[C:2]1[C:3](=[O:24])[N:4]([CH2:16][C:17]2[CH:22]=[CH:21][C:20]([F:23])=[CH:19][CH:18]=2)[N:5]=[CH:6][C:7]=1[N:8]1[CH2:13][CH2:12][N:11]([CH3:14])[C:10](=[O:15])[CH2:9]1.C1(C(N)C2CCCCC2)CCCCC1.[CH3:39][OH:40], predict the reaction product. The product is: [F:23][C:20]1[CH:21]=[CH:22][C:17]([CH2:16][N:4]2[C:3](=[O:24])[C:2]3[C:39]([OH:40])=[C:9]4[C:10](=[O:15])[N:11]([CH3:14])[CH2:12][CH2:13][N:8]4[C:7]=3[CH:6]=[N:5]2)=[CH:18][CH:19]=1. (6) Given the reactants [NH2:1][C:2]1([C:12]([O:14][CH3:15])=[O:13])[CH2:11][CH2:10][C:5]2([O:9][CH2:8][CH2:7][O:6]2)[CH2:4][CH2:3]1.C(N(CC)CC)C.[Br:23][C:24]1[C:25]([F:35])=[CH:26][C:27]([CH3:34])=[C:28]([CH2:30][C:31](Cl)=[O:32])[CH:29]=1, predict the reaction product. The product is: [Br:23][C:24]1[C:25]([F:35])=[CH:26][C:27]([CH3:34])=[C:28]([CH2:30][C:31]([NH:1][C:2]2([C:12]([O:14][CH3:15])=[O:13])[CH2:3][CH2:4][C:5]3([O:9][CH2:8][CH2:7][O:6]3)[CH2:10][CH2:11]2)=[O:32])[CH:29]=1. (7) Given the reactants C[O:2][C:3]1[C:8]([C:9]2[CH:14]=[CH:13][C:12]([O:15][C:16]3[CH:21]=[CH:20][N:19]=[C:18]([C:22]4[CH:23]=[N:24][N:25]([CH3:27])[CH:26]=4)[CH:17]=3)=[C:11]([CH3:28])[N:10]=2)=[CH:7][N:6]=[C:5]([N:29]2[CH2:33][CH2:32][CH2:31][CH2:30]2)[N:4]=1.Br, predict the reaction product. The product is: [CH3:28][C:11]1[N:10]=[C:9]([C:8]2[C:3](=[O:2])[NH:4][C:5]([N:29]3[CH2:33][CH2:32][CH2:31][CH2:30]3)=[N:6][CH:7]=2)[CH:14]=[CH:13][C:12]=1[O:15][C:16]1[CH:21]=[CH:20][N:19]=[C:18]([C:22]2[CH:23]=[N:24][N:25]([CH3:27])[CH:26]=2)[CH:17]=1. (8) Given the reactants CS([CH2:5][CH2:6][CH2:7][CH2:8][CH2:9][C:10]([O:12][CH2:13][CH3:14])=[O:11])(=O)=O.[CH3:15][NH:16][CH3:17], predict the reaction product. The product is: [CH3:15][N:16]([CH3:17])[CH2:5][CH2:6][CH2:7][CH2:8][CH2:9][C:10]([O:12][CH2:13][CH3:14])=[O:11].